Dataset: NCI-60 drug combinations with 297,098 pairs across 59 cell lines. Task: Regression. Given two drug SMILES strings and cell line genomic features, predict the synergy score measuring deviation from expected non-interaction effect. (1) Drug 1: C1=C(C(=O)NC(=O)N1)N(CCCl)CCCl. Drug 2: CC1C(C(CC(O1)OC2CC(CC3=C2C(=C4C(=C3O)C(=O)C5=CC=CC=C5C4=O)O)(C(=O)C)O)N)O. Cell line: DU-145. Synergy scores: CSS=58.3, Synergy_ZIP=0.957, Synergy_Bliss=0.872, Synergy_Loewe=2.57, Synergy_HSA=4.87. (2) Drug 1: C1CN1P(=S)(N2CC2)N3CC3. Drug 2: CC1=C(C(=O)C2=C(C1=O)N3CC4C(C3(C2COC(=O)N)OC)N4)N. Cell line: HOP-62. Synergy scores: CSS=58.4, Synergy_ZIP=0.453, Synergy_Bliss=0.260, Synergy_Loewe=-17.1, Synergy_HSA=3.40. (3) Drug 1: C1=CC(=CC=C1CC(C(=O)O)N)N(CCCl)CCCl.Cl. Drug 2: CNC(=O)C1=NC=CC(=C1)OC2=CC=C(C=C2)NC(=O)NC3=CC(=C(C=C3)Cl)C(F)(F)F. Cell line: CCRF-CEM. Synergy scores: CSS=56.6, Synergy_ZIP=0.797, Synergy_Bliss=2.00, Synergy_Loewe=-7.42, Synergy_HSA=1.13. (4) Drug 1: C1=CC(=C2C(=C1NCCNCCO)C(=O)C3=C(C=CC(=C3C2=O)O)O)NCCNCCO. Drug 2: CC1C(C(=O)NC(C(=O)N2CCCC2C(=O)N(CC(=O)N(C(C(=O)O1)C(C)C)C)C)C(C)C)NC(=O)C3=C4C(=C(C=C3)C)OC5=C(C(=O)C(=C(C5=N4)C(=O)NC6C(OC(=O)C(N(C(=O)CN(C(=O)C7CCCN7C(=O)C(NC6=O)C(C)C)C)C)C(C)C)C)N)C. Cell line: SNB-19. Synergy scores: CSS=49.4, Synergy_ZIP=7.69, Synergy_Bliss=7.97, Synergy_Loewe=6.51, Synergy_HSA=8.56. (5) Drug 1: C1CC(CCC1OC2=C(C(=CC=C2)Cl)F)(CC3=NC(=CC=C3)NC4=NC=CS4)C(=O)O. Drug 2: CCC1(C2=C(COC1=O)C(=O)N3CC4=CC5=C(C=CC(=C5CN(C)C)O)N=C4C3=C2)O. Cell line: HT29. Synergy scores: CSS=70.8, Synergy_ZIP=7.05, Synergy_Bliss=7.11, Synergy_Loewe=-11.2, Synergy_HSA=8.79. (6) Drug 1: CC1C(C(CC(O1)OC2CC(CC3=C2C(=C4C(=C3O)C(=O)C5=C(C4=O)C(=CC=C5)OC)O)(C(=O)C)O)N)O.Cl. Drug 2: C1C(C(OC1N2C=NC3=C(N=C(N=C32)Cl)N)CO)O. Cell line: BT-549. Synergy scores: CSS=28.5, Synergy_ZIP=-5.07, Synergy_Bliss=2.19, Synergy_Loewe=1.40, Synergy_HSA=3.47. (7) Drug 1: C1=NNC2=C1C(=O)NC=N2. Drug 2: CN(C(=O)NC(C=O)C(C(C(CO)O)O)O)N=O. Cell line: SK-OV-3. Synergy scores: CSS=1.44, Synergy_ZIP=-1.50, Synergy_Bliss=-0.808, Synergy_Loewe=-2.87, Synergy_HSA=-1.18.